From a dataset of Reaction yield outcomes from USPTO patents with 853,638 reactions. Predict the reaction yield, written as a fraction of the theoretical maximum amount of product (1.0 means a 100% yield; for example, 0.34 means a 34% yield). (1) The reactants are [NH2:1][C@@H:2]([CH3:7])[C:3]([CH3:6])([OH:5])[CH3:4].N1C=CN=C1.[CH3:13][C:14]([Si:17](Cl)([CH3:19])[CH3:18])([CH3:16])[CH3:15]. The catalyst is C(Cl)Cl. The product is [Si:17]([O:5][C:3]([CH3:6])([CH3:4])[C@@H:2]([NH2:1])[CH3:7])([C:14]([CH3:16])([CH3:15])[CH3:13])([CH3:19])[CH3:18]. The yield is 1.00. (2) No catalyst specified. The yield is 0.600. The product is [CH3:21][O:22][P:23]([CH2:2][C:3]([CH3:20])=[CH:4][CH2:5][C:6]1[C:14]([OH:15])=[C:13]2[C:9](=[C:8]([CH3:17])[C:7]=1[O:18][CH3:19])[CH2:10][O:11][C:12]2=[O:16])(=[O:26])[O:24][CH3:25]. The reactants are Br[CH2:2][C:3]([CH3:20])=[CH:4][CH2:5][C:6]1[C:14]([OH:15])=[C:13]2[C:9]([CH2:10][O:11][C:12]2=[O:16])=[C:8]([CH3:17])[C:7]=1[O:18][CH3:19].[CH3:21][O:22][P:23]([O:26]C)[O:24][CH3:25].